This data is from Forward reaction prediction with 1.9M reactions from USPTO patents (1976-2016). The task is: Predict the product of the given reaction. (1) Given the reactants C(OC([N:6]=[S:7]([CH3:33])([C:9]1[CH:14]=[CH:13][CH:12]=[C:11]([CH2:15][NH:16][C:17]2[CH:26]=[C:25]3[C:20]([C:21]([NH:27][C:28]4[S:29][CH:30]=[CH:31][N:32]=4)=[N:22][CH:23]=[N:24]3)=[CH:19][CH:18]=2)[CH:10]=1)=[O:8])=O)C.ClCCl.CO, predict the reaction product. The product is: [CH3:33][S:7]([C:9]1[CH:14]=[CH:13][CH:12]=[C:11]([CH2:15][NH:16][C:17]2[CH:26]=[C:25]3[C:20]([C:21]([NH:27][C:28]4[S:29][CH:30]=[CH:31][N:32]=4)=[N:22][CH:23]=[N:24]3)=[CH:19][CH:18]=2)[CH:10]=1)(=[NH:6])=[O:8]. (2) The product is: [Br:18][C:16]1[CH:15]=[CH:14][C:13]([F:19])=[C:12]([C:2]2([CH3:11])[CH2:3][C:4]3([CH2:9][CH2:8][O:7][CH2:6][CH2:5]3)[S:10][C:21]([NH2:22])=[N:1]2)[CH:17]=1. Given the reactants [NH2:1][C:2]([C:12]1[CH:17]=[C:16]([Br:18])[CH:15]=[CH:14][C:13]=1[F:19])([CH3:11])[CH2:3][C:4]1([SH:10])[CH2:9][CH2:8][O:7][CH2:6][CH2:5]1.Br[C:21]#[N:22].C(N(C(C)C)C(C)C)C, predict the reaction product. (3) Given the reactants [C:1]1([C:10]2[CH:15]=[CH:14][CH:13]=[CH:12][CH:11]=2)[C:2]([C:7](O)=[O:8])=[CH:3][CH:4]=[CH:5][CH:6]=1.F[P-](F)(F)(F)(F)F.[N:23]1([O:32][P+](N(C)C)(N(C)C)N(C)C)C2C=CC=CC=2N=N1.Cl.NO.C(N(CC)CC)C, predict the reaction product. The product is: [OH:32][NH:23][C:7]([C:2]1[C:1]([C:10]2[CH:15]=[CH:14][CH:13]=[CH:12][CH:11]=2)=[CH:6][CH:5]=[CH:4][CH:3]=1)=[O:8]. (4) Given the reactants [NH:1]1[C:9]2[C:4](=[CH:5][CH:6]=[CH:7][CH:8]=2)[C:3]2([CH2:13][O:12][C:11]3[CH:14]=[C:15]4[C:19](=[CH:20][C:10]2=3)[CH2:18][CH2:17][O:16]4)[C:2]1=[O:21].Cl[CH2:23][C:24]1[O:25][CH:26]=[C:27]([C:29]([O:31][CH3:32])=[O:30])[N:28]=1.C(=O)([O-])[O-].[Cs+].[Cs+], predict the reaction product. The product is: [O:21]=[C:2]1[C:3]2([CH2:13][O:12][C:11]3[CH:14]=[C:15]4[C:19](=[CH:20][C:10]2=3)[CH2:18][CH2:17][O:16]4)[C:4]2[C:9](=[CH:8][CH:7]=[CH:6][CH:5]=2)[N:1]1[CH2:23][C:24]1[O:25][CH:26]=[C:27]([C:29]([O:31][CH3:32])=[O:30])[N:28]=1. (5) Given the reactants [F:1][CH:2]([F:22])[O:3][C:4]1[CH:5]=[N:6][C:7]2[N:8]([N:10]=[CH:11][C:12]=2[C:13]2[CH:14]=[C:15]([C:19](O)=[O:20])[S:16][C:17]=2[CH3:18])[CH:9]=1.F[P-](F)(F)(F)(F)F.N1(O[P+](N(C)C)(N(C)C)N(C)C)C2C=CC=CC=2N=N1.[NH2:50][C@H:51]1[C:56]([F:58])([F:57])[CH2:55][CH2:54][CH2:53][C@H:52]1[NH:59][C:60](=[O:66])[O:61][C:62]([CH3:65])([CH3:64])[CH3:63].C(N(C(C)C)CC)(C)C, predict the reaction product. The product is: [C:62]([O:61][C:60](=[O:66])[NH:59][C@@H:52]1[CH2:53][CH2:54][CH2:55][C:56]([F:58])([F:57])[C@@H:51]1[NH:50][C:19]([C:15]1[S:16][C:17]([CH3:18])=[C:13]([C:12]2[CH:11]=[N:10][N:8]3[CH:9]=[C:4]([O:3][CH:2]([F:1])[F:22])[CH:5]=[N:6][C:7]=23)[CH:14]=1)=[O:20])([CH3:65])([CH3:63])[CH3:64]. (6) Given the reactants [Cl:1][C:2]1[CH:3]=[C:4]([C:8]2[N:9]=[C:10]([N:16]3[C:20]4[CH:21]=[C:22]([OH:25])[CH:23]=[CH:24][C:19]=4[N:18]=[CH:17]3)[S:11][C:12]=2[C:13]([NH2:15])=[O:14])[CH:5]=[CH:6][CH:7]=1.[N:26]1([CH2:32][CH2:33][CH2:34]OS(C2C=CC(C)=CC=2)(=O)=O)[CH2:31][CH2:30][O:29][CH2:28][CH2:27]1.C(=O)([O-])[O-].[Cs+].[Cs+], predict the reaction product. The product is: [Cl:1][C:2]1[CH:3]=[C:4]([C:8]2[N:9]=[C:10]([N:16]3[C:20]4[CH:21]=[C:22]([O:25][CH2:34][CH2:33][CH2:32][N:26]5[CH2:31][CH2:30][O:29][CH2:28][CH2:27]5)[CH:23]=[CH:24][C:19]=4[N:18]=[CH:17]3)[S:11][C:12]=2[C:13]([NH2:15])=[O:14])[CH:5]=[CH:6][CH:7]=1.